From a dataset of Full USPTO retrosynthesis dataset with 1.9M reactions from patents (1976-2016). Predict the reactants needed to synthesize the given product. (1) Given the product [Cl:20][C:21]1[C:29]([F:30])=[C:28]2[C:24]([C:25]([S:1][C:2]3[N:7]=[C:6]([C:8]([O:10][CH3:11])=[O:9])[CH:5]=[CH:4][CH:3]=3)=[C:26]([CH:38]3[CH2:40][CH2:39]3)[N:27]2[C:31]2[CH:32]=[N:33][N:34]([CH2:36][CH3:37])[CH:35]=2)=[CH:23][CH:22]=1, predict the reactants needed to synthesize it. The reactants are: [SH:1][C:2]1[N:7]=[C:6]([C:8]([O:10][CH3:11])=[O:9])[CH:5]=[CH:4][CH:3]=1.C1C(=O)N(Cl)C(=O)C1.[Cl:20][C:21]1[C:29]([F:30])=[C:28]2[C:24]([CH:25]=[C:26]([CH:38]3[CH2:40][CH2:39]3)[N:27]2[C:31]2[CH:32]=[N:33][N:34]([CH2:36][CH3:37])[CH:35]=2)=[CH:23][CH:22]=1. (2) Given the product [CH:39]1([N:34]2[CH2:33][CH2:32][C:31]3[CH:37]=[CH:38][C:28]([O:27][C:24]4[CH:23]=[CH:22][C:21]([C:19]5[O:18][N:17]=[C:16]([CH3:15])[N:20]=5)=[CH:26][N:25]=4)=[CH:29][C:30]=3[CH2:36][CH2:35]2)[CH2:43][CH2:42][CH2:41][CH2:40]1, predict the reactants needed to synthesize it. The reactants are: C(O[BH-](OC(=O)C)OC(=O)C)(=O)C.[Na+].[CH3:15][C:16]1[N:20]=[C:19]([C:21]2[CH:22]=[CH:23][C:24]([O:27][C:28]3[CH:38]=[CH:37][C:31]4[CH2:32][CH2:33][NH:34][CH2:35][CH2:36][C:30]=4[CH:29]=3)=[N:25][CH:26]=2)[O:18][N:17]=1.[C:39]1(=O)[CH2:43][CH2:42][CH2:41][CH2:40]1. (3) Given the product [CH3:8][CH2:7][O:6][C:34]([CH3:39])=[O:44].[CH3:31][CH2:30][CH2:34][CH2:35][CH2:36][CH3:37], predict the reactants needed to synthesize it. The reactants are: FC(F)(F)S([O:6][C:7]1C=CC=C(C2N=C(C)C3C(C=2)=CC(OC)=C(OC)C=3)[CH:8]=1)(=O)=O.[C:30]([C:34]1[CH:39]=C[C:37](B(O)O)=[CH:36][CH:35]=1)(C)(C)[CH3:31].C([O-])([O-])=[O:44].[K+].[K+]. (4) Given the product [C:7]([C:6]1[C:9](=[O:20])[NH:10][CH:3]=[CH:4][C:5]=1[CH3:11])#[N:8], predict the reactants needed to synthesize it. The reactants are: CO[CH:3](OC)[CH2:4][C:5]([CH3:11])=[C:6]([C:9]#[N:10])[C:7]#[N:8].C(C(C#N)=C(C)C=C[O:20]C)#N. (5) Given the product [Cl:18][CH2:17][CH2:16][CH2:15][O:14][C:8]1[CH:7]=[C:6]2[C:11]([C:2]([NH:19][C:20]3[CH:25]=[CH:24][N:23]=[C:22]4[O:26][CH2:27][O:28][C:21]=34)=[N:3][CH:4]=[N:5]2)=[CH:10][C:9]=1[O:12][CH3:13], predict the reactants needed to synthesize it. The reactants are: Cl[C:2]1[C:11]2[C:6](=[CH:7][C:8]([O:14][CH2:15][CH2:16][CH2:17][Cl:18])=[C:9]([O:12][CH3:13])[CH:10]=2)[N:5]=[CH:4][N:3]=1.[NH2:19][C:20]1[CH:25]=[CH:24][N:23]=[C:22]2[O:26][CH2:27][O:28][C:21]=12. (6) Given the product [NH2:5][C:4]1[C:3]2[C:2](=[CH:9][CH:8]=[CH:7][CH:6]=2)[N:1]=[C:11]([CH2:12][C:13]([O:15][CH2:16][CH3:17])=[O:14])[C:18]=1[C:19]([O:21][CH2:22][CH3:23])=[O:20], predict the reactants needed to synthesize it. The reactants are: [NH2:1][C:2]1[CH:9]=[CH:8][CH:7]=[CH:6][C:3]=1[C:4]#[N:5].O=[C:11]([CH2:18][C:19]([O:21][CH2:22][CH3:23])=[O:20])[CH2:12][C:13]([O:15][CH2:16][CH3:17])=[O:14].